Dataset: Catalyst prediction with 721,799 reactions and 888 catalyst types from USPTO. Task: Predict which catalyst facilitates the given reaction. (1) Reactant: [NH2:1][C:2]1[CH:3]=[C:4]([SH:8])[CH:5]=[CH:6][CH:7]=1.Br[CH2:10][CH2:11][CH2:12][CH2:13][CH2:14][C:15]([O:17][CH2:18][CH3:19])=[O:16].[OH-].[Na+]. Product: [NH2:1][C:2]1[CH:3]=[C:4]([S:8][CH2:10][CH2:11][CH2:12][CH2:13][CH2:14][C:15]([O:17][CH2:18][CH3:19])=[O:16])[CH:5]=[CH:6][CH:7]=1. The catalyst class is: 8. (2) Reactant: [C:1]([O:9][C@H:10]1[C@H:14]([F:15])[C@H:13]([N:16]2[CH:21]=[CH:20][C:19]([NH:22][C:23](=[O:30])[C:24]3[CH:29]=[CH:28][CH:27]=[CH:26][CH:25]=3)=[N:18][C:17]2=[O:31])[O:12][C@@H:11]1[CH2:32][O:33][Si](C(C)(C)C)(C1C=CC=CC=1)C1C=CC=CC=1)(=[O:8])[C:2]1[CH:7]=[CH:6][CH:5]=[CH:4][CH:3]=1.CCCC[N+](CCCC)(CCCC)CCCC.[F-]. Product: [C:1]([O:9][C@H:10]1[C@H:14]([F:15])[C@H:13]([N:16]2[CH:21]=[CH:20][C:19]([NH:22][C:23](=[O:30])[C:24]3[CH:29]=[CH:28][CH:27]=[CH:26][CH:25]=3)=[N:18][C:17]2=[O:31])[O:12][C@@H:11]1[CH2:32][OH:33])(=[O:8])[C:2]1[CH:3]=[CH:4][CH:5]=[CH:6][CH:7]=1. The catalyst class is: 1. (3) The catalyst class is: 805. Product: [Cl:31][CH2:1][CH2:2][CH2:3][CH2:4][CH2:5][CH2:6][CH2:7][CH2:8][CH:9]=[CH:10][CH:11]=[CH:12][CH2:13][CH3:14]. Reactant: [CH2:1](O)[CH2:2][CH2:3][CH2:4][CH2:5][CH2:6][CH2:7][CH2:8][CH:9]=[CH:10][CH:11]=[CH:12][CH2:13][CH3:14].N1C=CC=CC=1.CN(C)C=O.CS([Cl:31])(=O)=O. (4) Reactant: [OH:1][C:2]1[CH:10]=[C:9]2[C:5]([CH2:6][CH2:7][C:8]2=[O:11])=[CH:4][CH:3]=1.[C:12]([Si:16]([C:24]1[CH:29]=[CH:28][CH:27]=[CH:26][CH:25]=1)([C:18]1[CH:23]=[CH:22][CH:21]=[CH:20][CH:19]=1)Cl)([CH3:15])([CH3:14])[CH3:13].N1C=CN=C1. Product: [Si:16]([O:1][C:2]1[CH:10]=[C:9]2[C:5]([CH2:6][CH2:7][C:8]2=[O:11])=[CH:4][CH:3]=1)([C:12]([CH3:15])([CH3:14])[CH3:13])([C:24]1[CH:25]=[CH:26][CH:27]=[CH:28][CH:29]=1)[C:18]1[CH:23]=[CH:22][CH:21]=[CH:20][CH:19]=1. The catalyst class is: 3. (5) Reactant: [NH:1]1[CH2:6][CH2:5][CH:4]([CH2:7][CH2:8][OH:9])[CH2:3][CH2:2]1.[C:10](O[C:10]([O:12][C:13]([CH3:16])([CH3:15])[CH3:14])=[O:11])([O:12][C:13]([CH3:16])([CH3:15])[CH3:14])=[O:11]. Product: [C:13]([O:12][C:10]([N:1]1[CH2:6][CH2:5][CH:4]([CH2:7][CH2:8][OH:9])[CH2:3][CH2:2]1)=[O:11])([CH3:16])([CH3:15])[CH3:14]. The catalyst class is: 3. (6) Reactant: Cl[C:2]1[CH:7]=[CH:6][C:5]([N+:8]([O-:10])=[O:9])=[CH:4][N:3]=1.[CH3:11][N:12]1[CH2:17][CH2:16][NH:15][CH2:14][CH2:13]1.C(=O)([O-])[O-].[K+].[K+].O. Product: [CH3:11][N:12]1[CH2:17][CH2:16][N:15]([C:2]2[CH:7]=[CH:6][C:5]([N+:8]([O-:10])=[O:9])=[CH:4][N:3]=2)[CH2:14][CH2:13]1. The catalyst class is: 3. (7) Reactant: Cl.C[O:3][C:4](=[O:40])[C@@H:5]([NH2:39])[C:6]1[CH:11]=[CH:10][C:9]([C:12]2[CH:17]=[CH:16][C:15]([C:18]([CH2:36][CH3:37])([C:21]3[CH:26]=[CH:25][C:24]([CH2:27][CH2:28][CH:29]([OH:34])[C:30]([CH3:33])([CH3:32])[CH3:31])=[C:23]([CH3:35])[CH:22]=3)[CH2:19][CH3:20])=[CH:14][C:13]=2[CH3:38])=[CH:8][CH:7]=1. Product: [NH2:39][C@@H:5]([C:6]1[CH:7]=[CH:8][C:9]([C:12]2[CH:17]=[CH:16][C:15]([C:18]([CH2:19][CH3:20])([C:21]3[CH:26]=[CH:25][C:24]([CH2:27][CH2:28][CH:29]([OH:34])[C:30]([CH3:31])([CH3:32])[CH3:33])=[C:23]([CH3:35])[CH:22]=3)[CH2:36][CH3:37])=[CH:14][C:13]=2[CH3:38])=[CH:10][CH:11]=1)[C:4]([OH:40])=[O:3]. The catalyst class is: 21.